From a dataset of Reaction yield outcomes from USPTO patents with 853,638 reactions. Predict the reaction yield, written as a fraction of the theoretical maximum amount of product (1.0 means a 100% yield; for example, 0.34 means a 34% yield). (1) The reactants are [I:1][C:2]1[CH:7]=[CH:6][C:5]([O:8][CH3:9])=[CH:4][C:3]=1[N+:10]([O-])=O.O.NN. The catalyst is CO. The product is [I:1][C:2]1[CH:7]=[CH:6][C:5]([O:8][CH3:9])=[CH:4][C:3]=1[NH2:10]. The yield is 0.910. (2) The reactants are [CH3:1][C:2]1([CH3:16])[C:7]2[CH:8]=[C:9](B(O)O)[CH:10]=[CH:11][C:6]=2[NH:5][C:4](=[O:15])[O:3]1.Br[C:18]1[CH:19]=[C:20]([CH:23]=[CH:24][CH:25]=1)[C:21]#[N:22].C(=O)([O-])[O-].[Na+].[Na+]. The catalyst is COCCOC.O.C1C=CC([P]([Pd]([P](C2C=CC=CC=2)(C2C=CC=CC=2)C2C=CC=CC=2)([P](C2C=CC=CC=2)(C2C=CC=CC=2)C2C=CC=CC=2)[P](C2C=CC=CC=2)(C2C=CC=CC=2)C2C=CC=CC=2)(C2C=CC=CC=2)C2C=CC=CC=2)=CC=1. The product is [CH3:1][C:2]1([CH3:16])[O:3][C:4](=[O:15])[NH:5][C:6]2[CH:11]=[CH:10][C:9]([C:18]3[CH:19]=[C:20]([CH:23]=[CH:24][CH:25]=3)[C:21]#[N:22])=[CH:8][C:7]1=2. The yield is 0.250. (3) The reactants are [Cl:1][C:2]1[CH:7]=[CH:6][N:5]=[C:4]([NH:8][CH2:9][C:10]2[CH:15]=[CH:14][C:13]([O:16][CH3:17])=[CH:12][C:11]=2[O:18][CH3:19])[C:3]=1[NH2:20].C(=O)(O)[O-].[Na+].[N:26]#[C:27]Br. The catalyst is C(O)C.C(Cl)Cl. The product is [Cl:1][C:2]1[CH:7]=[CH:6][N:5]=[C:4]2[N:8]([CH2:9][C:10]3[CH:15]=[CH:14][C:13]([O:16][CH3:17])=[CH:12][C:11]=3[O:18][CH3:19])[C:27]([NH2:26])=[N:20][C:3]=12. The yield is 0.410. (4) The reactants are [C:1]([CH2:3][C:4]1([N:15]2[CH:19]=[CH:18][C:17]([C:20]3[C:21]4[CH:28]=[CH:27][N:26]([CH2:29][O:30][CH2:31][CH2:32][Si:33]([CH3:36])([CH3:35])[CH3:34])[C:22]=4[N:23]=[CH:24][N:25]=3)=[CH:16]2)[CH2:7][N:6](C(OC(C)(C)C)=O)[CH2:5]1)#[N:2].[ClH:37]. The catalyst is C1COCC1.O1CCOCC1. The product is [ClH:37].[ClH:37].[CH3:35][Si:33]([CH3:34])([CH3:36])[CH2:32][CH2:31][O:30][CH2:29][N:26]1[C:22]2[N:23]=[CH:24][N:25]=[C:20]([C:17]3[CH:18]=[CH:19][N:15]([C:4]4([CH2:3][C:1]#[N:2])[CH2:5][NH:6][CH2:7]4)[CH:16]=3)[C:21]=2[CH:28]=[CH:27]1. The yield is 0.990. (5) The product is [CH2:27]([O:26][C:23]1[CH:24]=[C:25]2[C:20](=[CH:21][C:22]=1[O:29][CH3:30])[N:19]=[CH:18][N:17]=[C:16]2[O:14][C:10]1[CH:9]=[C:8]([CH:13]=[CH:12][CH:11]=1)[NH2:7])[CH3:28]. The yield is 0.500. The reactants are C(=O)([O-])[O-].[Cs+].[Cs+].[NH2:7][C:8]1[CH:9]=[C:10]([OH:14])[CH:11]=[CH:12][CH:13]=1.Cl[C:16]1[C:25]2[C:20](=[CH:21][C:22]([O:29][CH3:30])=[C:23]([O:26][CH2:27][CH3:28])[CH:24]=2)[N:19]=[CH:18][N:17]=1. The catalyst is C1COCC1.C(OCC)(=O)C.